From a dataset of NCI-60 drug combinations with 297,098 pairs across 59 cell lines. Regression. Given two drug SMILES strings and cell line genomic features, predict the synergy score measuring deviation from expected non-interaction effect. Drug 1: CCCCCOC(=O)NC1=NC(=O)N(C=C1F)C2C(C(C(O2)C)O)O. Drug 2: CC(C)CN1C=NC2=C1C3=CC=CC=C3N=C2N. Cell line: SN12C. Synergy scores: CSS=-3.76, Synergy_ZIP=-2.10, Synergy_Bliss=-6.98, Synergy_Loewe=-7.13, Synergy_HSA=-6.58.